Dataset: Full USPTO retrosynthesis dataset with 1.9M reactions from patents (1976-2016). Task: Predict the reactants needed to synthesize the given product. Given the product [O:11]=[C:1]1[C:9]2[C:4](=[CH:5][CH:6]=[CH:7][CH:8]=2)[C:3](=[O:10])[N:2]1[CH2:32][CH:33]1[CH2:38][N:37]2[N:39]=[C:40]([C:45]3[CH:50]=[CH:49][C:48]([O:51][C:52]4[CH:57]=[CH:56][CH:55]=[CH:54][CH:53]=4)=[CH:47][CH:46]=3)[C:41]([C:42]([NH2:44])=[O:43])=[C:36]2[NH:35][CH2:34]1, predict the reactants needed to synthesize it. The reactants are: [C:1]1(=[O:11])[C:9]2[C:4](=[CH:5][CH:6]=[CH:7][CH:8]=2)[C:3](=[O:10])[NH:2]1.C1C=CC(P(C2C=CC=CC=2)C2C=CC=CC=2)=CC=1.O[CH2:32][CH:33]1[CH2:38][N:37]2[N:39]=[C:40]([C:45]3[CH:50]=[CH:49][C:48]([O:51][C:52]4[CH:57]=[CH:56][CH:55]=[CH:54][CH:53]=4)=[CH:47][CH:46]=3)[C:41]([C:42]([NH2:44])=[O:43])=[C:36]2[NH:35][CH2:34]1.CC(OC(/N=N/C(OC(C)C)=O)=O)C.